This data is from Forward reaction prediction with 1.9M reactions from USPTO patents (1976-2016). The task is: Predict the product of the given reaction. Given the reactants Cl[C:2]1[C:11]2[C:6](=[CH:7][C:8]([O:14][CH3:15])=[C:9]([O:12][CH3:13])[CH:10]=2)[N:5]=[CH:4][CH:3]=1.[C:16]([O:25][CH:26]([CH3:28])[CH3:27])(=[O:24])[C:17]1[C:18](=[CH:20][CH:21]=[CH:22][CH:23]=1)[OH:19], predict the reaction product. The product is: [CH3:13][O:12][C:9]1[CH:10]=[C:11]2[C:6](=[CH:7][C:8]=1[O:14][CH3:15])[N:5]=[CH:4][CH:3]=[C:2]2[O:19][C:18]1[CH:20]=[CH:21][CH:22]=[CH:23][C:17]=1[C:16]([O:25][CH:26]([CH3:28])[CH3:27])=[O:24].